This data is from Reaction yield outcomes from USPTO patents with 853,638 reactions. The task is: Predict the reaction yield, written as a fraction of the theoretical maximum amount of product (1.0 means a 100% yield; for example, 0.34 means a 34% yield). (1) The reactants are [CH3:1][O:2][C:3]1[C:8]2[O:9][C:10]3([O:16][C:7]=2[C:6]([C:17]([O:19]C)=O)=[CH:5][CH:4]=1)[CH2:15][CH2:14][NH:13][CH2:12][CH2:11]3.[Cl:21][C:22]1[CH:23]=[N:24][CH:25]=[C:26]([Cl:29])[C:27]=1[CH3:28].C[Si]([N-][Si](C)(C)C)(C)C.[Li+].[NH4+].[Cl-]. The catalyst is O1CCCC1. The product is [Cl:21][C:22]1[CH:23]=[N:24][CH:25]=[C:26]([Cl:29])[C:27]=1[CH2:28][C:17]([C:6]1[C:7]2[O:16][C:10]3([CH2:11][CH2:12][NH:13][CH2:14][CH2:15]3)[O:9][C:8]=2[C:3]([O:2][CH3:1])=[CH:4][CH:5]=1)=[O:19]. The yield is 0.530. (2) The reactants are F[C:2]1[CH:9]=[CH:8][C:5]([C:6]#[N:7])=[CH:4][C:3]=1[CH3:10].C(=O)([O-])[O-].[Cs+].[Cs+].[CH:17]([C:20]1[C:28]2[C:23](=[N:24][CH:25]=[CH:26][C:27]=2[C:29]2[CH:30]=[N:31][C:32]3[C:37]([CH:38]=2)=[CH:36][CH:35]=[CH:34][CH:33]=3)[NH:22][N:21]=1)([CH3:19])[CH3:18].C(OCC)(=O)C. The catalyst is CN(C=O)C.O. The product is [CH:17]([C:20]1[C:28]2[C:23](=[N:24][CH:25]=[CH:26][C:27]=2[C:29]2[CH:30]=[N:31][C:32]3[C:37]([CH:38]=2)=[CH:36][CH:35]=[CH:34][CH:33]=3)[N:22]([C:2]2[CH:9]=[CH:8][C:5]([C:6]#[N:7])=[CH:4][C:3]=2[CH3:10])[N:21]=1)([CH3:19])[CH3:18]. The yield is 0.730. (3) The reactants are [NH2:1][C:2]1[CH:10]=[CH:9][C:8]([N+:11]([O-:13])=[O:12])=[CH:7][C:3]=1[C:4]([OH:6])=[O:5].[ClH:14].[N:15]([O-])=O.[Na+]. The catalyst is O. The product is [ClH:14].[NH:1]([C:2]1[CH:10]=[CH:9][C:8]([N+:11]([O-:13])=[O:12])=[CH:7][C:3]=1[C:4]([OH:6])=[O:5])[NH2:15]. The yield is 0.930. (4) The reactants are [OH-].[Na+].Cl.[C:4](=[NH:11])(OC)[CH2:5][CH2:6][CH2:7][CH3:8].[C:12]([CH2:14][C:15]([NH:17][NH2:18])=O)#[N:13]. The catalyst is CO. The product is [CH2:5]([C:4]1[N:11]=[C:15]([CH2:14][C:12]#[N:13])[NH:17][N:18]=1)[CH2:6][CH2:7][CH3:8]. The yield is 0.760. (5) The reactants are [CH2:1]([N:3]=[C:4]=[O:5])[CH3:2].[N:6]1([CH2:11][CH2:12][CH2:13][NH2:14])[CH2:10][CH2:9][CH2:8][CH2:7]1. The catalyst is C(Cl)(Cl)Cl. The product is [CH2:1]([NH:3][C:4]([NH:14][CH2:13][CH2:12][CH2:11][N:6]1[CH2:10][CH2:9][CH2:8][CH2:7]1)=[O:5])[CH3:2]. The yield is 0.964.